This data is from Forward reaction prediction with 1.9M reactions from USPTO patents (1976-2016). The task is: Predict the product of the given reaction. (1) Given the reactants [NH2:1][C:2]1[NH:6][N:5]=[CH:4][C:3]=1[C:7]([C:9]1[S:10][CH:11]=[CH:12][CH:13]=1)=[O:8].[Cl:14][C:15]1[CH:20]=[CH:19][C:18]([C:21](=O)[CH:22]=[CH:23]N(C)C)=[CH:17][C:16]=1[N:28]([CH3:33])[S:29]([CH3:32])(=[O:31])=[O:30].C(OCC)(=O)C, predict the reaction product. The product is: [Cl:14][C:15]1[CH:20]=[CH:19][C:18]([C:21]2[N:6]3[N:5]=[CH:4][C:3]([C:7]([C:9]4[S:10][CH:11]=[CH:12][CH:13]=4)=[O:8])=[C:2]3[N:1]=[CH:23][CH:22]=2)=[CH:17][C:16]=1[N:28]([CH3:33])[S:29]([CH3:32])(=[O:31])=[O:30]. (2) The product is: [C:1]([C:3]1[CH:11]=[CH:10][C:6]([C:7]([N:21]([O:22][CH3:23])[CH3:20])=[O:8])=[C:5]([F:12])[CH:4]=1)#[N:2]. Given the reactants [C:1]([C:3]1[CH:11]=[CH:10][C:6]([C:7](O)=[O:8])=[C:5]([F:12])[CH:4]=1)#[N:2].C(Cl)(=O)C(Cl)=O.Cl.[CH3:20][NH:21][O:22][CH3:23].C(=O)([O-])[O-].[K+].[K+], predict the reaction product. (3) Given the reactants [CH2:1]([O:8][C:9]([N:11]1[C@H:18]([CH2:19][CH3:20])[CH2:17][CH2:16][C@H:12]1[C:13](O)=[O:14])=[O:10])[C:2]1[CH:7]=[CH:6][CH:5]=[CH:4][CH:3]=1.ON1C2C=CC=CC=2N=N1.Cl.[CH3:32][N:33](C)[CH2:34]CCN=C=NCC.Cl.CNC.C(N(C(C)C)CC)(C)C, predict the reaction product. The product is: [CH3:32][N:33]([CH3:34])[C:13]([C@@H:12]1[CH2:16][CH2:17][C@@H:18]([CH2:19][CH3:20])[N:11]1[C:9]([O:8][CH2:1][C:2]1[CH:7]=[CH:6][CH:5]=[CH:4][CH:3]=1)=[O:10])=[O:14].